From a dataset of Catalyst prediction with 721,799 reactions and 888 catalyst types from USPTO. Predict which catalyst facilitates the given reaction. (1) The catalyst class is: 12. Reactant: [Br:1][C:2]1[C:11]2[C:6](=[CH:7][CH:8]=[CH:9][CH:10]=2)[C:5](Cl)=[N:4][CH:3]=1.[NH2:13][C:14]1[CH:28]=[CH:27][C:17]([C:18]([C:20]2[CH:25]=[CH:24][CH:23]=[CH:22][C:21]=2[CH3:26])=[O:19])=[C:16]([Cl:29])[CH:15]=1.C(O[Na])(C)(C)C. Product: [Br:1][C:2]1[C:11]2[C:6](=[CH:7][CH:8]=[CH:9][CH:10]=2)[C:5]([NH:13][C:14]2[CH:28]=[CH:27][C:17]([C:18]([C:20]3[CH:25]=[CH:24][CH:23]=[CH:22][C:21]=3[CH3:26])=[O:19])=[C:16]([Cl:29])[CH:15]=2)=[N:4][CH:3]=1. (2) Reactant: [C:1]([C:3]1[C:4]([S:17][CH2:18][C:19]([NH2:21])=[O:20])=[N:5][C:6](S(C(F)(F)F)(=O)=O)=[CH:7][C:8]=1[CH3:9])#[N:2].C(OC)(=O)C#CC.[CH3:29][NH:30][CH3:31].C(=O)([O-])[O-].[Na+].[Na+].[Cl-].[NH4+]. Product: [NH2:2][C:1]1[C:3]2[C:4](=[N:5][C:6]([N:30]([CH3:31])[CH3:29])=[CH:7][C:8]=2[CH3:9])[S:17][C:18]=1[C:19]([NH2:21])=[O:20]. The catalyst class is: 12. (3) Reactant: [OH:1][C:2]1[CH:35]=[CH:34][C:5]([CH2:6][NH:7][C:8]2[N:13]=[C:12]([O:14][CH2:15][C:16]([F:19])([F:18])[F:17])[N:11]=[C:10]([NH:20][C:21]3[CH:33]=[CH:32][C:24]([C:25]([O:27][C:28]([CH3:31])([CH3:30])[CH3:29])=[O:26])=[CH:23][CH:22]=3)[N:9]=2)=[CH:4][CH:3]=1.[Br:36][CH2:37][C@H:38]([CH3:41])[CH2:39]O.C1C=CC(P(C2C=CC=CC=2)C2C=CC=CC=2)=CC=1.N(C(OC(C)C)=O)=NC(OC(C)C)=O. The catalyst class is: 1. Product: [Br:36][CH2:37][C@H:38]([CH3:41])[CH2:39][O:1][C:2]1[CH:35]=[CH:34][C:5]([CH2:6][NH:7][C:8]2[N:13]=[C:12]([O:14][CH2:15][C:16]([F:19])([F:17])[F:18])[N:11]=[C:10]([NH:20][C:21]3[CH:33]=[CH:32][C:24]([C:25]([O:27][C:28]([CH3:30])([CH3:31])[CH3:29])=[O:26])=[CH:23][CH:22]=3)[N:9]=2)=[CH:4][CH:3]=1. (4) Reactant: [CH2:1]([O:8][C:9]1[CH:14]=[CH:13][N:12]([CH2:15][CH2:16][C:17]2[CH:33]=[CH:32][C:20]3[CH2:21][CH2:22][N:23](C(=O)C(F)(F)F)[CH2:24][CH2:25][C:19]=3[CH:18]=2)[C:11](=[O:34])[CH:10]=1)[C:2]1[CH:7]=[CH:6][CH:5]=[CH:4][CH:3]=1.[OH-].[Na+]. Product: [CH2:1]([O:8][C:9]1[CH:14]=[CH:13][N:12]([CH2:15][CH2:16][C:17]2[CH:33]=[CH:32][C:20]3[CH2:21][CH2:22][NH:23][CH2:24][CH2:25][C:19]=3[CH:18]=2)[C:11](=[O:34])[CH:10]=1)[C:2]1[CH:3]=[CH:4][CH:5]=[CH:6][CH:7]=1. The catalyst class is: 5. (5) Reactant: [CH3:1][O:2][C:3](=[O:22])[C@H:4]([NH:8][S:9]([C:12]1[CH:21]=[CH:20][C:15]2[N:16]=[C:17](Cl)[S:18][C:14]=2[CH:13]=1)(=[O:11])=[O:10])[CH:5]([CH3:7])[CH3:6].C([O-])([O-])=O.[K+].[K+].[C:29]1([SH:35])[CH:34]=[CH:33][CH:32]=[CH:31][CH:30]=1.O.C(OC(=O)C)C. Product: [CH3:1][O:2][C:3](=[O:22])[C@H:4]([NH:8][S:9]([C:12]1[CH:21]=[CH:20][C:15]2[N:16]=[C:17]([S:35][C:29]3[CH:34]=[CH:33][CH:32]=[CH:31][CH:30]=3)[S:18][C:14]=2[CH:13]=1)(=[O:11])=[O:10])[CH:5]([CH3:7])[CH3:6]. The catalyst class is: 23. (6) Reactant: O1CCCCC1[O:7][C:8]1[CH:9]=[C:10]([C:14]23[CH2:21][CH2:20][C:17]([CH2:22][CH2:23][CH:24]4[CH2:26][CH:25]4[C:27]([O:29][CH3:30])=[O:28])([CH2:18][CH2:19]2)[CH2:16][O:15]3)[CH:11]=[CH:12][CH:13]=1.CC1C=CC(S([O-])(=O)=O)=CC=1.C1C=C[NH+]=CC=1.CCOC(C)=O.CCCCCC. Product: [OH:7][C:8]1[CH:9]=[C:10]([C:14]23[CH2:21][CH2:20][C:17]([CH2:22][CH2:23][CH:24]4[CH2:26][CH:25]4[C:27]([O:29][CH3:30])=[O:28])([CH2:18][CH2:19]2)[CH2:16][O:15]3)[CH:11]=[CH:12][CH:13]=1. The catalyst class is: 5. (7) The catalyst class is: 9. Product: [Cl:19][C:20]1[CH:25]=[CH:24][C:23](/[CH:26]=[CH:27]/[C:28]2[O:29][CH:30]=[C:31]([CH2:33][O:18][C:15]3[CH:14]=[CH:13][C:12]([CH2:11][CH2:10][CH2:9][CH2:8][N:3]4[CH:7]=[CH:6][N:5]=[N:4]4)=[CH:17][CH:16]=3)[N:32]=2)=[C:22]([F:35])[CH:21]=1. Reactant: [H-].[Na+].[N:3]1([CH2:8][CH2:9][CH2:10][CH2:11][C:12]2[CH:17]=[CH:16][C:15]([OH:18])=[CH:14][CH:13]=2)[CH:7]=[CH:6][N:5]=[N:4]1.[Cl:19][C:20]1[CH:25]=[CH:24][C:23]([CH:26]=[CH:27][C:28]2[O:29][CH:30]=[C:31]([CH2:33]Cl)[N:32]=2)=[C:22]([F:35])[CH:21]=1.